From a dataset of Forward reaction prediction with 1.9M reactions from USPTO patents (1976-2016). Predict the product of the given reaction. (1) Given the reactants Cl[CH2:2][CH2:3][C:4]1[C:9](=[O:10])[N:8]2[CH2:11][CH2:12][CH2:13][CH2:14][C:7]2=[N:6][C:5]=1[CH3:15].Cl.[F:17][C:18]1[CH:32]=[C:31]([F:33])[CH:30]=[CH:29][C:19]=1[C:20](=[N:27][OH:28])[CH:21]1[CH2:26][CH2:25][NH:24][CH2:23][CH2:22]1.C(=O)([O-])O.[Na+], predict the reaction product. The product is: [F:17][C:18]1[CH:32]=[C:31]([F:33])[CH:30]=[CH:29][C:19]=1[C:20](=[N:27][OH:28])[CH:21]1[CH2:26][CH2:25][N:24]([CH2:2][CH2:3][C:4]2[C:9](=[O:10])[N:8]3[CH2:11][CH2:12][CH2:13][CH2:14][C:7]3=[N:6][C:5]=2[CH3:15])[CH2:23][CH2:22]1. (2) Given the reactants [I:1][C:2]1[CH:7]=[CH:6][C:5]([NH:8][NH2:9])=[CH:4][CH:3]=1.[OH:10][C:11]1[CH:18]=[C:17]([OH:19])[C:16]([OH:20])=[CH:15][C:12]=1[CH:13]=O, predict the reaction product. The product is: [I:1][C:2]1[CH:7]=[CH:6][C:5]([NH:8][N:9]=[CH:13][C:12]2[CH:15]=[C:16]([OH:20])[C:17]([OH:19])=[CH:18][C:11]=2[OH:10])=[CH:4][CH:3]=1. (3) Given the reactants [Cl:1][C:2]1[CH:3]=[C:4]([CH:29]=[CH:30][C:31]=1[F:32])[CH2:5][NH:6]/[C:7](/[NH:21][C:22]1[CH:27]=[CH:26][CH:25]=[C:24]([OH:28])[N:23]=1)=[N:8]/[C:9](=[O:20])[C:10]1[CH:15]=[CH:14][C:13]([C:16]([F:19])([F:18])[F:17])=[CH:12][CH:11]=1.[C:33](OC(=O)C)(=[O:35])[CH3:34].[NH4+].[Cl-], predict the reaction product. The product is: [NH2:8][C:7]([NH2:21])=[NH:6].[Cl:1][C:2]1[CH:3]=[C:4]([CH:29]=[CH:30][C:31]=1[F:32])[CH2:5][N:6](/[C:7](/[NH:21][C:22]1[CH:27]=[CH:26][CH:25]=[C:24]([OH:28])[N:23]=1)=[N:8]/[C:9](=[O:20])[C:10]1[CH:15]=[CH:14][C:13]([C:16]([F:19])([F:17])[F:18])=[CH:12][CH:11]=1)[C:33](=[O:35])[CH3:34]. (4) Given the reactants [S:1]1[CH:5]=[CH:4][CH:3]=[C:2]1[CH:6]=O.[CH3:8][O:9][CH2:10][CH2:11][NH2:12].[C:13]1(=[O:24])[O:19][C:17](=O)[C:16]2=[CH:20][CH:21]=[CH:22][CH:23]=[C:15]2[CH2:14]1.C([NH:27][C:28]1[CH:33]=[CH:32][CH:31]=[C:30]([F:34])[CH:29]=1)C, predict the reaction product. The product is: [F:34][C:30]1[CH:29]=[C:28]([NH:27][C:13]([CH:14]2[C:15]3[C:16](=[CH:20][CH:21]=[CH:22][CH:23]=3)[C:17](=[O:19])[N:12]([CH2:11][CH2:10][O:9][CH3:8])[CH:6]2[C:2]2[S:1][CH:5]=[CH:4][CH:3]=2)=[O:24])[CH:33]=[CH:32][CH:31]=1.